From a dataset of Forward reaction prediction with 1.9M reactions from USPTO patents (1976-2016). Predict the product of the given reaction. (1) Given the reactants [C:1]([O:5][C:6](=[O:16])[CH2:7][NH:8][C:9]([O:11][C:12]([CH3:15])([CH3:14])[CH3:13])=[O:10])([CH3:4])([CH3:3])[CH3:2].C[Si](C)(C)[N-][Si](C)(C)C.[Na+].Br[CH2:28][C:29]([CH3:31])=[CH2:30], predict the reaction product. The product is: [C:1]([O:5][C:6](=[O:16])[CH2:7][N:8]([C:9]([O:11][C:12]([CH3:15])([CH3:14])[CH3:13])=[O:10])[CH2:30][C:29]([CH3:31])=[CH2:28])([CH3:3])([CH3:4])[CH3:2]. (2) Given the reactants CS(O[CH2:6][C:7]#[C:8][C:9]1[CH:14]=[CH:13][C:12]([Br:15])=[C:11]([CH3:16])[C:10]=1[Cl:17])(=O)=O.C([O-])([O-])=O.[K+].[K+].[CH3:24][N:25]1[CH2:30][CH2:29][NH:28][CH2:27][CH2:26]1, predict the reaction product. The product is: [Br:15][C:12]1[CH:13]=[CH:14][C:9]([C:8]#[C:7][CH2:6][N:28]2[CH2:29][CH2:30][N:25]([CH3:24])[CH2:26][CH2:27]2)=[C:10]([Cl:17])[C:11]=1[CH3:16].